From a dataset of Catalyst prediction with 721,799 reactions and 888 catalyst types from USPTO. Predict which catalyst facilitates the given reaction. (1) Reactant: [Li][CH3:2].[CH3:3][O:4][C:5]1[CH:16]=[CH:15][C:8]([CH2:9][C@@H:10]([CH2:13][CH3:14])[CH:11]=O)=[C:7]([CH:17]=[CH2:18])[CH:6]=1. Product: [CH2:11]([C@@H:10]([CH:13]=[CH2:14])[CH2:9][C:8]1[CH:15]=[CH:16][C:5]([O:4][CH3:3])=[CH:6][C:7]=1[CH:17]=[CH2:18])[CH3:2]. The catalyst class is: 307. (2) Reactant: [ClH:1].Cl.[CH2:3]([O:5][C:6](=[O:9])[CH2:7]N)[CH3:4].[N:10]([O-:12])=O.[Na+]. Product: [Cl:1][C:7](=[N:10][OH:12])[C:6]([O:5][CH2:3][CH3:4])=[O:9]. The catalyst class is: 6.